The task is: Predict the reaction yield, written as a fraction of the theoretical maximum amount of product (1.0 means a 100% yield; for example, 0.34 means a 34% yield).. This data is from Reaction yield outcomes from USPTO patents with 853,638 reactions. The reactants are Cl[C:2]1[N:3]([CH2:25][CH:26]2[CH2:28][CH2:27]2)[C:4]2[C:9]([N:10]=1)=[C:8]([N:11]1[CH2:16][CH2:15][O:14][CH2:13][CH2:12]1)[N:7]=[C:6]([C:17]1[C:18]([CH3:24])=[N:19][C:20]([NH2:23])=[N:21][CH:22]=1)[N:5]=2.[NH:29]1[CH2:34][CH2:33][CH:32]([CH2:35][OH:36])[CH2:31][CH2:30]1. The catalyst is CN1CCCC1=O. The product is [NH2:23][C:20]1[N:19]=[C:18]([CH3:24])[C:17]([C:6]2[N:5]=[C:4]3[C:9]([N:10]=[C:2]([N:29]4[CH2:34][CH2:33][CH:32]([CH2:35][OH:36])[CH2:31][CH2:30]4)[N:3]3[CH2:25][CH:26]3[CH2:28][CH2:27]3)=[C:8]([N:11]3[CH2:16][CH2:15][O:14][CH2:13][CH2:12]3)[N:7]=2)=[CH:22][N:21]=1. The yield is 0.580.